From a dataset of Full USPTO retrosynthesis dataset with 1.9M reactions from patents (1976-2016). Predict the reactants needed to synthesize the given product. (1) Given the product [CH3:1][N:2]1[CH2:7][CH2:6][N:5]([CH2:8][CH2:9][O:10][C:12]2[N:17]=[CH:16][C:15](/[C:18](/[C:28]3[CH:29]=[CH:30][C:31]([OH:34])=[CH:32][CH:33]=3)=[C:19](\[C:22]3[CH:27]=[CH:26][CH:25]=[CH:24][CH:23]=3)/[CH2:20][CH3:21])=[CH:14][CH:13]=2)[CH2:4][CH2:3]1, predict the reactants needed to synthesize it. The reactants are: [CH3:1][N:2]1[CH2:7][CH2:6][N:5]([CH2:8][CH2:9][OH:10])[CH2:4][CH2:3]1.Cl[C:12]1[N:17]=[CH:16][C:15](/[C:18](/[C:28]2[CH:33]=[CH:32][C:31]([OH:34])=[CH:30][CH:29]=2)=[C:19](\[C:22]2[CH:27]=[CH:26][CH:25]=[CH:24][CH:23]=2)/[CH2:20][CH3:21])=[CH:14][CH:13]=1. (2) Given the product [Cl:1][C:2]1[CH:7]=[CH:6][C:5]2[N:8]([CH2:9][CH2:10][C:11]([F:12])([F:14])[F:13])[C:16]([C@@H:17]([OH:18])[CH3:19])=[N:15][C:4]=2[CH:3]=1, predict the reactants needed to synthesize it. The reactants are: [Cl:1][C:2]1[CH:3]=[C:4]([NH2:15])[C:5]([NH:8][CH2:9][CH2:10][C:11]([F:14])([F:13])[F:12])=[CH:6][CH:7]=1.[C:16](O)(=O)[C@H:17]([CH3:19])[OH:18].N. (3) Given the product [CH2:22]([C:17]1[S:9][C:7]([C:3]2[CH:2]=[N:1][CH:6]=[CH:5][CH:4]=2)=[N:8][C:18]=1[O:19][S:28]([C:27]([F:46])([F:45])[F:26])(=[O:30])=[O:29])[CH3:23], predict the reactants needed to synthesize it. The reactants are: [N:1]1[CH:6]=[CH:5][CH:4]=[C:3]([C:7](=[S:9])[NH2:8])[CH:2]=1.N1C=CC=CC=1.Br[CH:17]([CH2:22][CH3:23])[C:18](OC)=[O:19].[H-].[Na+].[F:26][C:27]([F:46])([F:45])[S:28](N(C1C=CC=CC=1)[S:28]([C:27]([F:46])([F:45])[F:26])(=[O:30])=[O:29])(=[O:30])=[O:29].